Dataset: Reaction yield outcomes from USPTO patents with 853,638 reactions. Task: Predict the reaction yield, written as a fraction of the theoretical maximum amount of product (1.0 means a 100% yield; for example, 0.34 means a 34% yield). (1) The reactants are [C:1]([O:9][CH2:10][CH3:11])(=[O:8])[CH2:2][C:3]([O:5][CH2:6][CH3:7])=[O:4].[C:12](#[N:15])[CH:13]=[CH2:14].Cl. The catalyst is CO.O1CCOCC1. The product is [C:12]([CH2:13][CH2:14][C:2]([CH2:14][CH2:13][C:12]#[N:15])([C:3]([O:5][CH2:6][CH3:7])=[O:4])[C:1]([O:9][CH2:10][CH3:11])=[O:8])#[N:15]. The yield is 0.758. (2) The reactants are [C:1]([O:4][CH:5]1[C:9]2=[N:10][CH:11]=[C:12]([NH2:28])[C:13]([N:14]3[CH2:19][CH2:18][CH2:17][C@H:16]([NH:20][C:21]([O:23][C:24]([CH3:27])([CH3:26])[CH3:25])=[O:22])[CH2:15]3)=[C:8]2[CH2:7][CH2:6]1)(=[O:3])[CH3:2].[F:29][C:30]1[CH:35]=[CH:34][CH:33]=[C:32]([F:36])[C:31]=1[C:37]1[N:42]=[C:41]([C:43](O)=[O:44])[CH:40]=[CH:39][C:38]=1[F:46].CN(C(ON1N=NC2C=CC=NC1=2)=[N+](C)C)C.F[P-](F)(F)(F)(F)F.CCN(C(C)C)C(C)C. The catalyst is CN(C=O)C. The product is [C:1]([O:4][CH:5]1[C:9]2=[N:10][CH:11]=[C:12]([NH:28][C:43]([C:41]3[CH:40]=[CH:39][C:38]([F:46])=[C:37]([C:31]4[C:30]([F:29])=[CH:35][CH:34]=[CH:33][C:32]=4[F:36])[N:42]=3)=[O:44])[C:13]([N:14]3[CH2:19][CH2:18][CH2:17][C@H:16]([NH:20][C:21]([O:23][C:24]([CH3:27])([CH3:26])[CH3:25])=[O:22])[CH2:15]3)=[C:8]2[CH2:7][CH2:6]1)(=[O:3])[CH3:2]. The yield is 0.420.